Dataset: Forward reaction prediction with 1.9M reactions from USPTO patents (1976-2016). Task: Predict the product of the given reaction. (1) Given the reactants [F:1][C:2]1[CH:7]=[CH:6][CH:5]=[C:4]([F:8])[C:3]=1[C:9]1[O:10][C:11]([C:17]2[CH:22]=[CH:21][C:20]([N:23]3[CH2:28][CH2:27][NH:26][CH2:25][CH2:24]3)=[CH:19][CH:18]=2)=[C:12]([C:14]([NH2:16])=[O:15])[N:13]=1.C(N(CC)CC)C.[C:36](Cl)(=[O:38])[CH3:37], predict the reaction product. The product is: [C:36]([N:26]1[CH2:25][CH2:24][N:23]([C:20]2[CH:19]=[CH:18][C:17]([C:11]3[O:10][C:9]([C:3]4[C:4]([F:8])=[CH:5][CH:6]=[CH:7][C:2]=4[F:1])=[N:13][C:12]=3[C:14]([NH2:16])=[O:15])=[CH:22][CH:21]=2)[CH2:28][CH2:27]1)(=[O:38])[CH3:37]. (2) The product is: [OH:2][C:3]1[CH:14]=[CH:13][C:6]2[C:7](=[O:12])[NH:8][CH2:9][CH2:10][CH2:11][C:5]=2[CH:4]=1. Given the reactants C[O:2][C:3]1[CH:14]=[CH:13][C:6]2[C:7](=[O:12])[NH:8][CH2:9][CH2:10][CH2:11][C:5]=2[CH:4]=1.B(Br)(Br)Br, predict the reaction product. (3) Given the reactants COC1C=CC(C[N:8]2[C:12]3=[N:13][CH:14]=[C:15]([C:30]4[CH:35]=[CH:34][CH:33]=[CH:32][CH:31]=4)[C:16]([N:17]4[CH2:22][CH2:21][N:20](C(OC(C)(C)C)=O)[CH2:19][CH2:18]4)=[C:11]3[CH:10]=[N:9]2)=CC=1.C(O)(C(F)(F)F)=O.C(Cl)[Cl:46], predict the reaction product. The product is: [ClH:46].[ClH:46].[C:30]1([C:15]2[C:16]([N:17]3[CH2:18][CH2:19][NH:20][CH2:21][CH2:22]3)=[C:11]3[CH:10]=[N:9][NH:8][C:12]3=[N:13][CH:14]=2)[CH:31]=[CH:32][CH:33]=[CH:34][CH:35]=1. (4) Given the reactants [NH:1]1[C:9]2[C:4](=[CH:5][CH:6]=[C:7](NS(C)(=O)=O)[CH:8]=2)[CH:3]=[CH:2]1.C1(CBr)CC1.NC1SC=CN=1, predict the reaction product. The product is: [NH:1]1[C:9]2[C:4](=[CH:5][CH:6]=[CH:7][CH:8]=2)[CH:3]=[CH:2]1. (5) Given the reactants Br[CH2:2][CH2:3][CH2:4][CH2:5][CH:6]=[CH2:7].II.C(OC)=[O:11].Cl.[CH3:15][CH2:16][CH2:17]CCC, predict the reaction product. The product is: [CH2:7]=[CH:6][CH2:5][CH2:4][CH:3]([OH:11])[CH2:2][CH2:15][CH:16]=[CH2:17]. (6) Given the reactants [Cl:1][C:2]1[CH:3]=[C:4]2[C:10]([C:11]3[N:16]=[C:15]([NH:17][CH:18]4[CH2:23][CH2:22][CH2:21][CH:20]([O:24][CH3:25])[CH2:19]4)[C:14]([F:26])=[CH:13][N:12]=3)=[CH:9][N:8](S(C3C=CC(C)=CC=3)(=O)=O)[C:5]2=[N:6][CH:7]=1.ClC1C=C2C(C3N=C(N[C@H]4CCCC(OC)C4)C(F)=CN=3)=CN(S(C3C=CC(C)=CC=3)(=O)=O)C2=NC=1.C(OCC)(=O)C, predict the reaction product. The product is: [Cl:1][C:2]1[CH:3]=[C:4]2[C:10]([C:11]3[N:16]=[C:15]([NH:17][C@H:18]4[CH2:23][CH2:22][CH2:21][CH:20]([O:24][CH3:25])[CH2:19]4)[C:14]([F:26])=[CH:13][N:12]=3)=[CH:9][NH:8][C:5]2=[N:6][CH:7]=1. (7) Given the reactants [Cl:1][C:2]1[CH:3]=[CH:4][C:5]([C:25]#[N:26])=[C:6]([C:8]2[C:13]([O:14][CH3:15])=[CH:12][N:11]([CH:16]([CH2:20][CH2:21][O:22][CH3:23])[C:17](O)=[O:18])[C:10](=[O:24])[CH:9]=2)[CH:7]=1.[NH2:27][C:28]1[CH:38]=[CH:37][C:31]([C:32]([O:34][CH2:35][CH3:36])=[O:33])=[CH:30][CH:29]=1.CC(C)N=C=NC(C)C, predict the reaction product. The product is: [Cl:1][C:2]1[CH:3]=[CH:4][C:5]([C:25]#[N:26])=[C:6]([C:8]2[C:13]([O:14][CH3:15])=[CH:12][N:11]([CH:16]([CH2:20][CH2:21][O:22][CH3:23])[C:17]([NH:27][C:28]3[CH:29]=[CH:30][C:31]([C:32]([O:34][CH2:35][CH3:36])=[O:33])=[CH:37][CH:38]=3)=[O:18])[C:10](=[O:24])[CH:9]=2)[CH:7]=1.